Dataset: Forward reaction prediction with 1.9M reactions from USPTO patents (1976-2016). Task: Predict the product of the given reaction. (1) The product is: [C:1]([O:5][C:6](=[O:20])[C:7]([CH3:8])([O:9][C:10]1[CH:11]=[CH:12][C:13]([C:14]([O:16][CH2:40][C:38]2[N:37]=[N:36][N:35]([CH2:34][C:33]3[CH:42]=[CH:43][C:30]([C:23]([O:28][CH3:29])([C:22]([F:44])([F:21])[F:45])[C:24]([F:25])([F:26])[F:27])=[CH:31][CH:32]=3)[CH:39]=2)=[O:15])=[CH:17][CH:18]=1)[CH3:19])([CH3:2])([CH3:3])[CH3:4]. Given the reactants [C:1]([O:5][C:6](=[O:20])[C:7]([CH3:19])([O:9][C:10]1[CH:18]=[CH:17][C:13]([C:14]([OH:16])=[O:15])=[CH:12][CH:11]=1)[CH3:8])([CH3:4])([CH3:3])[CH3:2].[F:21][C:22]([F:45])([F:44])[C:23]([C:30]1[CH:43]=[CH:42][C:33]([CH2:34][N:35]2[CH:39]=[C:38]([CH2:40]O)[N:37]=[N:36]2)=[CH:32][CH:31]=1)([O:28][CH3:29])[C:24]([F:27])([F:26])[F:25].C1(N=C=NC2CCCCC2)CCCCC1, predict the reaction product. (2) Given the reactants P([O-])([O-])([O-])=O.[K+].[K+].[K+].I[C:10]1[CH:11]=[C:12]([N:16]([CH2:45][O:46][CH2:47][CH2:48][Si:49]([CH3:52])([CH3:51])[CH3:50])[C:17]2[O:21][C:20]([C:22]([N:24]([C:33]3[CH:34]=[N:35][C:36]([N:39]4[CH2:44][CH2:43][O:42][CH2:41][CH2:40]4)=[CH:37][CH:38]=3)[CH2:25][O:26][CH2:27][CH2:28][Si:29]([CH3:32])([CH3:31])[CH3:30])=[O:23])=[N:19][N:18]=2)[CH:13]=[CH:14][CH:15]=1.[C:53]1(B(O)O)[CH:58]=[CH:57][CH:56]=[CH:55][CH:54]=1, predict the reaction product. The product is: [C:10]1([C:53]2[CH:58]=[CH:57][CH:56]=[CH:55][CH:54]=2)[CH:15]=[CH:14][CH:13]=[C:12]([N:16]([CH2:45][O:46][CH2:47][CH2:48][Si:49]([CH3:52])([CH3:51])[CH3:50])[C:17]2[O:21][C:20]([C:22]([N:24]([C:33]3[CH:34]=[N:35][C:36]([N:39]4[CH2:44][CH2:43][O:42][CH2:41][CH2:40]4)=[CH:37][CH:38]=3)[CH2:25][O:26][CH2:27][CH2:28][Si:29]([CH3:32])([CH3:31])[CH3:30])=[O:23])=[N:19][N:18]=2)[CH:11]=1. (3) Given the reactants [BH-](OC(C)=O)(OC(C)=O)OC(C)=O.[Na+].[CH3:15][N:16]1[CH2:21][CH2:20][C:19](=O)[CH2:18][CH2:17]1.[CH3:23][C:24]1([CH3:38])[C:28]([CH3:30])([CH3:29])[O:27][B:26]([C:31]2[CH:37]=[CH:36][C:34]([NH2:35])=[CH:33][CH:32]=2)[O:25]1.C(Cl)Cl, predict the reaction product. The product is: [CH3:15][N:16]1[CH2:21][CH2:20][CH:19]([NH:35][C:34]2[CH:33]=[CH:32][C:31]([B:26]3[O:27][C:28]([CH3:30])([CH3:29])[C:24]([CH3:38])([CH3:23])[O:25]3)=[CH:37][CH:36]=2)[CH2:18][CH2:17]1. (4) Given the reactants [Cl:1][C:2]1[CH:3]=[C:4]([C@@H:8]([C@@H:17]2[CH2:22][CH2:21][CH2:20][N:19]([C:23](=[O:47])[NH:24][C@H:25]([C@H:33]([N:36](C)[C:37](OCC[Si](C)(C)C)=O)[CH2:34][CH3:35])[CH2:26][CH:27]3[CH2:32][CH2:31][CH2:30][CH2:29][CH2:28]3)[CH2:18]2)[O:9][CH2:10][CH2:11][NH:12][C:13](=[O:16])[O:14][CH3:15])[CH:5]=[CH:6][CH:7]=1.C(Cl)Cl.[C:51]([OH:57])([C:53]([F:56])([F:55])[F:54])=[O:52], predict the reaction product. The product is: [OH:57][C:51]([C:53]([F:56])([F:55])[F:54])=[O:52].[Cl:1][C:2]1[CH:3]=[C:4]([C@@H:8]([C@@H:17]2[CH2:22][CH2:21][CH2:20][N:19]([C:23](=[O:47])[NH:24][C@H:25]([C@H:33]([NH:36][CH3:37])[CH2:34][CH3:35])[CH2:26][CH:27]3[CH2:28][CH2:29][CH2:30][CH2:31][CH2:32]3)[CH2:18]2)[O:9][CH2:10][CH2:11][NH:12][C:13](=[O:16])[O:14][CH3:15])[CH:5]=[CH:6][CH:7]=1.